This data is from TCR-epitope binding with 47,182 pairs between 192 epitopes and 23,139 TCRs. The task is: Binary Classification. Given a T-cell receptor sequence (or CDR3 region) and an epitope sequence, predict whether binding occurs between them. (1) The epitope is RQLLFVVEV. The TCR CDR3 sequence is CASSPLGRGYPEAFF. Result: 1 (the TCR binds to the epitope). (2) The epitope is MPASWVMRI. The TCR CDR3 sequence is CASSLAPSLRSGYTF. Result: 1 (the TCR binds to the epitope). (3) The epitope is GLCTLVAML. The TCR CDR3 sequence is CASSSPGENYGYTF. Result: 1 (the TCR binds to the epitope). (4) The epitope is ATDALMTGY. The TCR CDR3 sequence is CASSSLGSYNEQFF. Result: 0 (the TCR does not bind to the epitope). (5) The epitope is QVPLRPMTYK. The TCR CDR3 sequence is CASSEEVEAFF. Result: 1 (the TCR binds to the epitope).